Dataset: Full USPTO retrosynthesis dataset with 1.9M reactions from patents (1976-2016). Task: Predict the reactants needed to synthesize the given product. (1) Given the product [N:27]1([CH:18]([CH2:19][CH2:20][CH2:21][CH2:22][CH2:23][CH2:24][CH2:25][CH3:26])[CH2:17][CH2:16][CH2:15][CH2:14][CH2:13][CH2:12][CH2:11][CH2:10][CH2:9][OH:8])[CH:31]=[CH:30][N:29]=[CH:28]1, predict the reactants needed to synthesize it. The reactants are: C([O:8][CH2:9][CH2:10][CH2:11][CH2:12][CH2:13][CH2:14][CH2:15][CH2:16][CH2:17][CH:18]([N:27]1[CH:31]=[CH:30][N:29]=[CH:28]1)[CH2:19][CH2:20][CH2:21][CH2:22][CH2:23][CH2:24][CH2:25][CH3:26])C1C=CC=CC=1.[H][H]. (2) Given the product [CH2:16]([N:15]1[C:7]2[CH:8]=[CH:9][C:10]([N+:12]([O-:14])=[O:13])=[CH:11][C:6]=2[O:5][CH2:4][CH2:3][CH2:2]1)[CH3:17], predict the reactants needed to synthesize it. The reactants are: Br[CH2:2][CH2:3][CH2:4][O:5][C:6]1[CH:11]=[C:10]([N+:12]([O-:14])=[O:13])[CH:9]=[CH:8][C:7]=1[NH:15][CH2:16][CH3:17].CN(C)C=O.CC(C)([O-])C.[K+].O. (3) Given the product [CH3:6][O:7][C:8]([CH:10]1[CH2:19][CH:18]2[CH:13]([CH:14]=[C:15]([O:22][CH3:23])[C:16]([O:20][CH3:21])=[CH:17]2)[CH:12]([C:24]2[CH:32]=[CH:31][C:27]3[O:28][CH2:29][O:30][C:26]=3[CH:25]=2)[N:11]1[C:3](=[O:4])[CH2:2][Cl:1])=[O:9], predict the reactants needed to synthesize it. The reactants are: [Cl:1][CH2:2][C:3](Cl)=[O:4].[CH3:6][O:7][C:8]([CH:10]1[CH2:19][CH:18]2[CH:13]([CH:14]=[C:15]([O:22][CH3:23])[C:16]([O:20][CH3:21])=[CH:17]2)[CH:12]([C:24]2[CH:32]=[CH:31][C:27]3[O:28][CH2:29][O:30][C:26]=3[CH:25]=2)[NH:11]1)=[O:9].CCN(CC)CC. (4) Given the product [CH:3]([C:6]1[C:10]([C:11]([O:13][CH2:14][CH3:26])=[O:12])=[C:9]([CH3:15])[N:8]([CH2:22][CH2:23][O:24][CH3:25])[C:7]=1[C:16]([O:18][CH2:19][CH3:20])=[O:17])([CH3:5])[CH3:4], predict the reactants needed to synthesize it. The reactants are: [H-].[Na+].[CH:3]([C:6]1[C:10]([C:11]([O:13][CH3:14])=[O:12])=[C:9]([CH3:15])[NH:8][C:7]=1[C:16]([O:18][CH2:19][CH3:20])=[O:17])([CH3:5])[CH3:4].Br[CH2:22][CH2:23][O:24][CH3:25].[CH3:26]N(C)C=O. (5) Given the product [CH2:1]([O:5][C:6]1[C:14]([O:15][CH3:16])=[CH:13][C:9]([C:10]([Cl:21])=[O:11])=[CH:8][C:7]=1[O:17][CH3:18])[CH2:2][CH2:3][CH3:4], predict the reactants needed to synthesize it. The reactants are: [CH2:1]([O:5][C:6]1[C:14]([O:15][CH3:16])=[CH:13][C:9]([C:10](O)=[O:11])=[CH:8][C:7]=1[O:17][CH3:18])[CH2:2][CH2:3][CH3:4].S(Cl)([Cl:21])=O. (6) Given the product [CH3:15][C:9]1([CH3:16])[C@@H:8]([C:6]([O:5][C:1]([CH3:4])([CH3:2])[CH3:3])=[O:7])[CH2:11][C@H:10]1[C:12]([O:14][CH2:23][C:20]1[CH:21]=[CH:22][CH:17]=[CH:18][CH:19]=1)=[O:13], predict the reactants needed to synthesize it. The reactants are: [C:1]([O:5][C:6]([C@H:8]1[CH2:11][C@@H:10]([C:12]([OH:14])=[O:13])[C:9]1([CH3:16])[CH3:15])=[O:7])([CH3:4])([CH3:3])[CH3:2].[CH:17]1[CH:22]=[CH:21][C:20]([CH2:23]Br)=[CH:19][CH:18]=1. (7) Given the product [Cl:20][C:15]1[C:16]([O:18][CH3:19])=[CH:17][C:8]2[CH2:7][CH2:6][NH:5][CH2:11][CH:10]([CH2:12][CH3:13])[C:9]=2[CH:14]=1, predict the reactants needed to synthesize it. The reactants are: FC(F)(F)C([N:5]1[CH2:11][CH:10]([CH2:12][CH3:13])[C:9]2[CH:14]=[C:15]([Cl:20])[C:16]([O:18][CH3:19])=[CH:17][C:8]=2[CH2:7][CH2:6]1)=O.[OH-].[Na+].